This data is from Catalyst prediction with 721,799 reactions and 888 catalyst types from USPTO. The task is: Predict which catalyst facilitates the given reaction. Reactant: Cl[C:2]1[C:11]2[C:6](=[CH:7][C:8]([O:14][CH2:15][CH2:16][CH2:17][N:18]3[CH2:22][CH2:21][CH2:20][CH2:19]3)=[C:9]([O:12][CH3:13])[CH:10]=2)[N:5]=[N:4][CH:3]=1.[F:23][C:24]1[C:32]([OH:33])=[CH:31][CH:30]=[C:29]2[C:25]=1[CH:26]=[C:27]([CH3:34])[NH:28]2.C(=O)([O-])[O-].[Cs+].[Cs+]. Product: [F:23][C:24]1[C:32]([O:33][C:2]2[C:11]3[C:6](=[CH:7][C:8]([O:14][CH2:15][CH2:16][CH2:17][N:18]4[CH2:22][CH2:21][CH2:20][CH2:19]4)=[C:9]([O:12][CH3:13])[CH:10]=3)[N:5]=[N:4][CH:3]=2)=[CH:31][CH:30]=[C:29]2[C:25]=1[CH:26]=[C:27]([CH3:34])[NH:28]2. The catalyst class is: 44.